This data is from Catalyst prediction with 721,799 reactions and 888 catalyst types from USPTO. The task is: Predict which catalyst facilitates the given reaction. (1) Reactant: [F:1][C:2]1[CH:3]=[CH:4][C:5]([CH2:8][CH2:9][C:10]2[CH:15]=[CH:14][N:13]([C:16]3[CH:21]=[CH:20][C:19]4[C:22]5[CH2:23][NH:24][CH2:25][CH2:26][C:27]=5[O:28][C:18]=4[CH:17]=3)[C:12](=[O:29])[CH:11]=2)=[N:6][CH:7]=1.[ClH:30].CCOCC. Product: [ClH:30].[F:1][C:2]1[CH:3]=[CH:4][C:5]([CH2:8][CH2:9][C:10]2[CH:15]=[CH:14][N:13]([C:16]3[CH:21]=[CH:20][C:19]4[C:22]5[CH2:23][NH:24][CH2:25][CH2:26][C:27]=5[O:28][C:18]=4[CH:17]=3)[C:12](=[O:29])[CH:11]=2)=[N:6][CH:7]=1. The catalyst class is: 5. (2) Reactant: CC([O-])(C)C.[K+].[OH:7][C:8]1[C:15]([CH3:16])=[CH:14][CH:13]=[CH:12][C:9]=1[CH:10]=[O:11].[F:17][C:18]([F:33])([S:29](F)(=[O:31])=[O:30])[C:19]([F:28])([F:27])[C:20]([F:26])([F:25])[C:21]([F:24])([F:23])[F:22]. Product: [F:33][C:18]([F:17])([S:29]([O:7][C:8]1[C:15]([CH3:16])=[CH:14][CH:13]=[CH:12][C:9]=1[CH:10]=[O:11])(=[O:31])=[O:30])[C:19]([F:27])([F:28])[C:20]([F:26])([F:25])[C:21]([F:24])([F:23])[F:22]. The catalyst class is: 1.